This data is from Merck oncology drug combination screen with 23,052 pairs across 39 cell lines. The task is: Regression. Given two drug SMILES strings and cell line genomic features, predict the synergy score measuring deviation from expected non-interaction effect. (1) Drug 1: CC1(c2nc3c(C(N)=O)cccc3[nH]2)CCCN1. Drug 2: Cn1c(=O)n(-c2ccc(C(C)(C)C#N)cc2)c2c3cc(-c4cnc5ccccc5c4)ccc3ncc21. Cell line: DLD1. Synergy scores: synergy=15.8. (2) Drug 1: COc1cc(C2c3cc4c(cc3C(OC3OC5COC(C)OC5C(O)C3O)C3COC(=O)C23)OCO4)cc(OC)c1O. Drug 2: C#Cc1cccc(Nc2ncnc3cc(OCCOC)c(OCCOC)cc23)c1. Cell line: NCIH520. Synergy scores: synergy=27.2. (3) Drug 1: NC1(c2ccc(-c3nc4ccn5c(=O)[nH]nc5c4cc3-c3ccccc3)cc2)CCC1. Drug 2: CC1(c2nc3c(C(N)=O)cccc3[nH]2)CCCN1. Cell line: SW620. Synergy scores: synergy=3.02. (4) Drug 1: O=c1[nH]cc(F)c(=O)[nH]1. Drug 2: CC1(c2nc3c(C(N)=O)cccc3[nH]2)CCCN1. Cell line: KPL1. Synergy scores: synergy=2.16.